Dataset: Forward reaction prediction with 1.9M reactions from USPTO patents (1976-2016). Task: Predict the product of the given reaction. (1) The product is: [CH:13]([C:2]1[N:1]=[C:5]2[N:4]([CH:3]=1)[C:8]1[CH:9]=[CH:10][CH:11]=[CH:12][C:7]=1[S:6]2)=[O:14]. Given the reactants [N:1]1[C:2]([CH2:13][OH:14])=[CH:3][N:4]2[C:8]3[CH:9]=[CH:10][CH:11]=[CH:12][C:7]=3[S:6][C:5]=12, predict the reaction product. (2) Given the reactants [Br:1][C:2]1[CH:3]=[N:4][NH:5][CH:6]=1.[H-].[Na+].[C:9](Cl)([C:22]1[CH:27]=[CH:26][CH:25]=[CH:24][CH:23]=1)([C:16]1[CH:21]=[CH:20][CH:19]=[CH:18][CH:17]=1)[C:10]1[CH:15]=[CH:14][CH:13]=[CH:12][CH:11]=1, predict the reaction product. The product is: [Br:1][C:2]1[CH:3]=[N:4][N:5]([C:9]([C:10]2[CH:15]=[CH:14][CH:13]=[CH:12][CH:11]=2)([C:22]2[CH:23]=[CH:24][CH:25]=[CH:26][CH:27]=2)[C:16]2[CH:17]=[CH:18][CH:19]=[CH:20][CH:21]=2)[CH:6]=1. (3) Given the reactants [CH2:1]([O:3][C:4](=[O:25])[C:5]1[CH:10]=[CH:9][CH:8]=[C:7]([N:11]2[C:15]([CH3:16])=[CH:14][CH:13]=[C:12]2[C:17]2[CH:22]=[C:21]([Cl:23])[CH:20]=[CH:19][C:18]=2[OH:24])[CH:6]=1)[CH3:2].[F:26][C:27]1[CH:34]=[C:33]([F:35])[CH:32]=[CH:31][C:28]=1[CH2:29]Br.C(=O)([O-])[O-].[K+].[K+], predict the reaction product. The product is: [CH2:1]([O:3][C:4](=[O:25])[C:5]1[CH:10]=[CH:9][CH:8]=[C:7]([N:11]2[C:15]([CH3:16])=[CH:14][CH:13]=[C:12]2[C:17]2[CH:22]=[C:21]([Cl:23])[CH:20]=[CH:19][C:18]=2[O:24][CH2:29][C:28]2[CH:31]=[CH:32][C:33]([F:35])=[CH:34][C:27]=2[F:26])[CH:6]=1)[CH3:2]. (4) Given the reactants I[C:2]1[CH:7]=[C:6]([CH3:8])[C:5]([C:9](=[O:11])[CH3:10])=[C:4]([CH3:12])[CH:3]=1.[C:13]1([SH:19])[CH:18]=[CH:17][CH:16]=[CH:15][CH:14]=1.[OH-].[K+], predict the reaction product. The product is: [CH3:8][C:6]1[CH:7]=[C:2]([S:19][C:13]2[CH:18]=[CH:17][CH:16]=[CH:15][CH:14]=2)[CH:3]=[C:4]([CH3:12])[C:5]=1[C:9](=[O:11])[CH3:10]. (5) Given the reactants [CH:1]1([C:4]2[N:8]([C:9]3[CH:14]=[CH:13][C:12]([NH:15][C:16]([C:18]4[CH:23]=[CH:22][N:21]=[CH:20][CH:19]=4)=[O:17])=[CH:11][CH:10]=3)[N:7]=[C:6]([C:24]([F:27])([F:26])[F:25])[CH:5]=2)[CH2:3][CH2:2]1.N1C=CC(C(O)=O)=CC=1.[ClH:37], predict the reaction product. The product is: [ClH:37].[CH:1]1([C:4]2[N:8]([C:9]3[CH:10]=[CH:11][C:12]([NH:15][C:16]([C:18]4[CH:19]=[CH:20][N:21]=[CH:22][CH:23]=4)=[O:17])=[CH:13][CH:14]=3)[N:7]=[C:6]([C:24]([F:25])([F:26])[F:27])[CH:5]=2)[CH2:3][CH2:2]1. (6) Given the reactants [O:1]1[C:5]([C:6]2[CH:29]=[CH:28][C:9]3[N:10]([C:13]4[CH:14]=[C:15]([NH:24]C(=O)C)[CH:16]=[C:17]([N:19]5[CH:23]=[CH:22][CH:21]=[CH:20]5)[CH:18]=4)[CH:11]=[N:12][C:8]=3[CH:7]=2)=[CH:4][N:3]=[CH:2]1.[OH-].[Na+], predict the reaction product. The product is: [O:1]1[C:5]([C:6]2[CH:29]=[CH:28][C:9]3[N:10]([C:13]4[CH:14]=[C:15]([CH:16]=[C:17]([N:19]5[CH:23]=[CH:22][CH:21]=[CH:20]5)[CH:18]=4)[NH2:24])[CH:11]=[N:12][C:8]=3[CH:7]=2)=[CH:4][N:3]=[CH:2]1. (7) Given the reactants [O:1]=[CH:2][C@@H:3]([C@@H:5]([C@@H:7]([C@@H:9]([CH2:11][OH:12])[OH:10])[OH:8])[OH:6])[OH:4].[OH:13][CH2:14][C:15]([C@@H:17]([C@@H:19]([C@@H:21]([CH2:23][OH:24])[OH:22])[OH:20])[OH:18])=[O:16].[O:25]=[CH:26][C@@H:27]([C@@H:29]([C@H:31]([C@H:33](C)[OH:34])[OH:32])[OH:30])[OH:28], predict the reaction product. The product is: [O:1]=[CH:2][C@@H:3]([C@@H:5]([C@@H:7]([C@@H:9]([CH2:11][OH:12])[OH:10])[OH:8])[OH:6])[OH:4].[OH:13][CH2:14][C:15]([C@@H:17]([C@@H:19]([C@@H:21]([CH2:23][OH:24])[OH:22])[OH:20])[OH:18])=[O:16].[O:25]=[CH:26][C@@H:27]([C@H:29]([C@@H:31]([CH2:33][OH:34])[OH:32])[OH:30])[OH:28].